Dataset: CYP1A2 inhibition data for predicting drug metabolism from PubChem BioAssay. Task: Regression/Classification. Given a drug SMILES string, predict its absorption, distribution, metabolism, or excretion properties. Task type varies by dataset: regression for continuous measurements (e.g., permeability, clearance, half-life) or binary classification for categorical outcomes (e.g., BBB penetration, CYP inhibition). Dataset: cyp1a2_veith. (1) The molecule is FC(F)(F)c1ccccc1-c1nccc(NCc2ccccc2)n1. The result is 1 (inhibitor). (2) The result is 0 (non-inhibitor). The drug is CCCC(c1cc(C(C)(C)C)c(O)cc1C)c1cc(C(C)(C)C)c(O)cc1C. (3) The result is 1 (inhibitor). The compound is Cc1nc2cnc(Nc3ccccc3)nc2n(CCC#N)c1=O.